Dataset: Full USPTO retrosynthesis dataset with 1.9M reactions from patents (1976-2016). Task: Predict the reactants needed to synthesize the given product. (1) Given the product [F:1][C:2]1[CH:3]=[C:4]([CH:8]=[CH:9][C:10]=1[N+:11]([O-:13])=[O:12])[C:5]([O:7][CH3:14])=[O:6], predict the reactants needed to synthesize it. The reactants are: [F:1][C:2]1[CH:3]=[C:4]([CH:8]=[CH:9][C:10]=1[N+:11]([O-:13])=[O:12])[C:5]([OH:7])=[O:6].[CH3:14]O.Cl. (2) Given the product [CH:17]([O:16][C:3]1[S:7][C:6]([CH2:8][C:9]2[CH:14]=[CH:13][C:12]([NH2:15])=[CH:11][CH:10]=2)=[CH:5][CH:4]=1)([CH3:22])[CH3:18], predict the reactants needed to synthesize it. The reactants are: CO[C:3]1[S:7][C:6]([CH2:8][C:9]2[CH:14]=[CH:13][C:12]([NH2:15])=[CH:11][CH:10]=2)=[CH:5][CH:4]=1.[OH2:16].[C:17]1(C)[CH:22]=[CH:22][C:17](S(O)(=O)=[O:16])=[CH:18][CH:18]=1.[OH-].[Na+]. (3) Given the product [F:22][C:23]([C:29]1[N:16]=[N:15][C:14]([C:7]2[C:8]3[C:9](=[N:10][CH:11]=[CH:12][CH:13]=3)[N:5]([CH2:4][C:3]3[CH:18]=[CH:19][CH:20]=[CH:21][C:2]=3[F:1])[N:6]=2)=[N:17][C:30]=1[OH:31])([CH3:36])[C:24]([O:26][CH2:27][CH3:28])=[O:25], predict the reactants needed to synthesize it. The reactants are: [F:1][C:2]1[CH:21]=[CH:20][CH:19]=[CH:18][C:3]=1[CH2:4][N:5]1[C:9]2=[N:10][CH:11]=[CH:12][CH:13]=[C:8]2[C:7]([C:14](=[NH:17])[NH:15][NH2:16])=[N:6]1.[F:22][C:23]([CH3:36])([C:29](=O)[C:30](OCC)=[O:31])[C:24]([O:26][CH2:27][CH3:28])=[O:25]. (4) Given the product [NH2:1][C:2]1[S:3][C@:4]2([C:18]([NH:20][CH:21]3[CH2:23][CH2:22]3)=[O:19])[C@H:6]([C@:7]([C:10]3[CH:15]=[C:14]([NH2:24])[CH:13]=[CH:12][C:11]=3[F:17])([CH3:9])[N:8]=1)[CH2:5]2, predict the reactants needed to synthesize it. The reactants are: [NH2:1][C:2]1[S:3][C@:4]2([C:18]([NH:20][CH:21]3[CH2:23][CH2:22]3)=[O:19])[C@H:6]([C@:7]([C:10]3[CH:15]=[C:14](Br)[CH:13]=[CH:12][C:11]=3[F:17])([CH3:9])[N:8]=1)[CH2:5]2.[N-:24]=[N+]=[N-].[Na+].O[C@H]([C@@H]1C([O-])=C(O)C(=O)O1)CO.[Na+].CN[C@@H]1CCCC[C@H]1NC.CP(C)C. (5) The reactants are: [Cl:1][C:2]1[CH:3]=[C:4]([N:13]2[C:21]3[C:16](=[CH:17][C:18]4[C:24]([NH2:25])=[N:23][O:22][C:19]=4[CH:20]=3)[C:15]([CH3:26])=[CH:14]2)[CH:5]=[N:6][C:7]=1[O:8][CH2:9][CH:10]([CH3:12])[CH3:11].[CH:27]1([S:30](Cl)(=[O:32])=[O:31])[CH2:29][CH2:28]1. Given the product [Cl:1][C:2]1[CH:3]=[C:4]([N:13]2[C:21]3[C:16](=[CH:17][C:18]4[C:24]([NH:25][S:30]([CH:27]5[CH2:29][CH2:28]5)(=[O:32])=[O:31])=[N:23][O:22][C:19]=4[CH:20]=3)[C:15]([CH3:26])=[CH:14]2)[CH:5]=[N:6][C:7]=1[O:8][CH2:9][CH:10]([CH3:12])[CH3:11], predict the reactants needed to synthesize it.